From a dataset of Full USPTO retrosynthesis dataset with 1.9M reactions from patents (1976-2016). Predict the reactants needed to synthesize the given product. (1) Given the product [CH2:18]([C:5]12[C:6]3[C:11]([CH2:2][CH2:3][CH2:4]1)=[CH:10][CH:9]=[CH:8][C:7]=3[C:16]1[C:17]2=[CH:12][CH:13]=[CH:14][CH:15]=1)[CH2:19][CH2:20][CH2:21][CH2:22][CH2:23][CH2:24][CH3:25], predict the reactants needed to synthesize it. The reactants are: Br[CH2:2][CH2:3][CH2:4][C:5]1([CH2:18][CH2:19][CH2:20][CH2:21][CH2:22][CH2:23][CH2:24][CH3:25])[C:17]2[CH:16]=[CH:15][CH:14]=[CH:13][C:12]=2[C:11]2[C:6]1=[CH:7][CH:8]=[CH:9][CH:10]=2.[Cl-].[Cl-].[Cl-].[Al+3].O. (2) Given the product [Br:1][C:2]1[CH:23]=[CH:22][C:5]2=[N:6][C:7]3[CH2:8][CH2:9][N:10]([C:15]([O:17][C:18]([CH3:19])([CH3:21])[CH3:20])=[O:16])[CH2:11][C:12]=3[C:13]([NH:30][CH2:29][C:28]3[CH:31]=[CH:32][C:33]([O:34][CH3:35])=[C:26]([Cl:25])[CH:27]=3)=[C:4]2[CH:3]=1, predict the reactants needed to synthesize it. The reactants are: [Br:1][C:2]1[CH:23]=[CH:22][C:5]2=[N:6][C:7]3[CH2:8][CH2:9][N:10]([C:15]([O:17][C:18]([CH3:21])([CH3:20])[CH3:19])=[O:16])[CH2:11][C:12]=3[C:13](Cl)=[C:4]2[CH:3]=1.Cl.[Cl:25][C:26]1[CH:27]=[C:28]([CH:31]=[CH:32][C:33]=1[O:34][CH3:35])[CH2:29][NH2:30].[Na+].[I-]. (3) Given the product [Br:10][C:11]1[CH:12]=[CH:13][C:14]([O:7][CH:4]2[CH2:5][CH2:6][S:1][CH2:2][CH2:3]2)=[C:15]([CH:18]=1)[C:16]#[N:17], predict the reactants needed to synthesize it. The reactants are: [S:1]1[CH2:6][CH2:5][CH:4]([OH:7])[CH2:3][CH2:2]1.[H-].[Na+].[Br:10][C:11]1[CH:12]=[CH:13][C:14](F)=[C:15]([CH:18]=1)[C:16]#[N:17]. (4) Given the product [F:13][C:14]([F:25])([F:24])[C:15]1[CH:20]=[CH:19][C:18]([C:2]2[C:11]3[CH2:10][CH2:9][CH2:8][CH:7]([OH:12])[C:6]=3[CH:5]=[N:4][CH:3]=2)=[CH:17][CH:16]=1, predict the reactants needed to synthesize it. The reactants are: Br[C:2]1[C:11]2[CH2:10][CH2:9][CH2:8][CH:7]([OH:12])[C:6]=2[CH:5]=[N:4][CH:3]=1.[F:13][C:14]([F:25])([F:24])[C:15]1[CH:20]=[CH:19][C:18](B(O)O)=[CH:17][CH:16]=1. (5) The reactants are: Cl[C:2]1[N:7]=[CH:6][C:5]([C:8]2[CH:9]=[N:10][CH:11]=[C:12]([O:14][CH3:15])[CH:13]=2)=[C:4]([NH2:16])[CH:3]=1.C1(P(C2CCCCC2)C2C=CC=CC=2C2C(C(C)C)=CC(C(C)C)=CC=2C(C)C)CCCCC1.[CH3:51][O:52][CH:53]1[CH2:56][NH:55][CH2:54]1.[Li+].C[Si]([N-][Si](C)(C)C)(C)C. Given the product [CH3:15][O:14][C:12]1[CH:13]=[C:8]([C:5]2[CH:6]=[N:7][C:2]([N:55]3[CH2:56][CH:53]([O:52][CH3:51])[CH2:54]3)=[CH:3][C:4]=2[NH2:16])[CH:9]=[N:10][CH:11]=1, predict the reactants needed to synthesize it. (6) Given the product [C:17]([O:19][CH2:1][C:2]1[CH:7]=[CH:6][CH:5]=[CH:4][N:3]=1)(=[O:18])[CH3:13], predict the reactants needed to synthesize it. The reactants are: [CH3:1][C:2]1[CH:7]=[CH:6][CH:5]=[CH:4][N:3]=1.OO.ClC1C=CC=[C:13]([C:17]([O:19]O)=[O:18])C=1.[N+]1([O-])C=CC=CC=1.C(OC(=O)C)(=O)C. (7) The reactants are: COC1C=CC(C[NH:8][C:9]2[C:13]3[CH:14]=[CH:15][C:16]([CH3:33])=[C:17]([C:18]4[CH:23]=[C:22]5[NH:24][C:25](=[O:32])[C:26]6([CH2:31][CH2:30][O:29][CH2:28][CH2:27]6)[C:21]5=[CH:20][CH:19]=4)[C:12]=3[O:11][N:10]=2)=CC=1.FC(F)(F)C(O)=O.O.C(=O)([O-])O.[Na+]. Given the product [NH2:8][C:9]1[C:13]2[CH:14]=[CH:15][C:16]([CH3:33])=[C:17]([C:18]3[CH:23]=[C:22]4[NH:24][C:25](=[O:32])[C:26]5([CH2:27][CH2:28][O:29][CH2:30][CH2:31]5)[C:21]4=[CH:20][CH:19]=3)[C:12]=2[O:11][N:10]=1, predict the reactants needed to synthesize it.